From a dataset of Forward reaction prediction with 1.9M reactions from USPTO patents (1976-2016). Predict the product of the given reaction. (1) Given the reactants [CH3:1][C:2]1[S:3][C:4]([C:8]([NH:10][NH2:11])=O)=[C:5]([CH3:7])[N:6]=1.Cl.[CH3:13][NH:14][C:15](=NC)[CH2:16][CH2:17][CH2:18][CH:19]=[CH2:20], predict the reaction product. The product is: [CH3:1][C:2]1[S:3][C:4]([C:8]2[N:14]([CH3:13])[C:15]([CH2:16][CH2:17][CH2:18][CH:19]=[CH2:20])=[N:11][N:10]=2)=[C:5]([CH3:7])[N:6]=1. (2) Given the reactants [CH2:1]([NH:8][C:9]1[N:14]2[N:15]=[CH:16][C:17]([C:18]([OH:20])=O)=[C:13]2[N:12]=[CH:11][C:10]=1[C:21]([N:23]1[CH2:28][CH2:27][CH:26]([C:29]2[CH:34]=[CH:33][C:32]([F:35])=[CH:31][CH:30]=2)[CH2:25][CH2:24]1)=[O:22])[C:2]1[CH:7]=[CH:6][CH:5]=[CH:4][CH:3]=1.[CH3:36][S:37]([NH2:40])(=[O:39])=[O:38], predict the reaction product. The product is: [CH2:1]([NH:8][C:9]1[N:14]2[N:15]=[CH:16][C:17]([C:18]([NH:40][S:37]([CH3:36])(=[O:39])=[O:38])=[O:20])=[C:13]2[N:12]=[CH:11][C:10]=1[C:21]([N:23]1[CH2:28][CH2:27][CH:26]([C:29]2[CH:34]=[CH:33][C:32]([F:35])=[CH:31][CH:30]=2)[CH2:25][CH2:24]1)=[O:22])[C:2]1[CH:3]=[CH:4][CH:5]=[CH:6][CH:7]=1. (3) Given the reactants [CH:1]1([CH2:6][C@H:7]([C:19]2[CH:24]=[CH:23][C:22]([S:25]([CH3:28])(=[O:27])=[O:26])=[CH:21][CH:20]=2)[C:8]([NH:10][C:11]2[S:12][C:13]([S:16]C#N)=[CH:14][N:15]=2)=[O:9])[CH2:5][CH2:4][CH2:3][CH2:2]1.Cl[CH2:30][CH2:31][N:32]1[CH2:37][CH2:36][O:35][CH2:34][CH2:33]1, predict the reaction product. The product is: [CH:1]1([CH2:6][C@H:7]([C:19]2[CH:20]=[CH:21][C:22]([S:25]([CH3:28])(=[O:27])=[O:26])=[CH:23][CH:24]=2)[C:8]([NH:10][C:11]2[S:12][C:13]([S:16][CH2:30][CH2:31][N:32]3[CH2:37][CH2:36][O:35][CH2:34][CH2:33]3)=[CH:14][N:15]=2)=[O:9])[CH2:2][CH2:3][CH2:4][CH2:5]1. (4) Given the reactants C1C=CC2N(O)N=[N:7]C=2C=1.[O:11]=[C:12]([N:17]1[CH2:22][CH2:21][N:20]([C:23](=[O:33])[C:24]2[CH:29]=[C:28]([F:30])[C:27]([F:31])=[C:26]([F:32])[CH:25]=2)[CH2:19][CH2:18]1)[CH2:13][C:14](O)=[O:15].CCN=C=NCCCN(C)C.Cl.O1C=NC(C2C=CC(N)=CC=2)=N1, predict the reaction product. The product is: [O:11]=[C:12]([N:17]1[CH2:22][CH2:21][N:20]([C:23](=[O:33])[C:24]2[CH:29]=[C:28]([F:30])[C:27]([F:31])=[C:26]([F:32])[CH:25]=2)[CH2:19][CH2:18]1)[CH2:13][C:14]([NH2:7])=[O:15]. (5) Given the reactants CO[C:3](=[O:28])[C:4]1[CH:9]=[CH:8][C:7]([O:10][CH2:11][C:12]2[C:13]([C:21]3[CH:26]=[CH:25][C:24]([F:27])=[CH:23][CH:22]=3)=[N:14][O:15][C:16]=2[C:17]([F:20])([F:19])[F:18])=[N:6][CH:5]=1.[CH2:29]([CH2:31][NH2:32])[OH:30], predict the reaction product. The product is: [F:27][C:24]1[CH:25]=[CH:26][C:21]([C:13]2[C:12]([CH2:11][O:10][C:7]3[CH:8]=[CH:9][C:4]([C:3]([NH:32][CH2:31][CH2:29][OH:30])=[O:28])=[CH:5][N:6]=3)=[C:16]([C:17]([F:18])([F:20])[F:19])[O:15][N:14]=2)=[CH:22][CH:23]=1. (6) Given the reactants [CH2:1]([CH:3]1[N:12]2[C:7](=[CH:8][C:9](=[O:18])[C:10]([C:13]([O:15][CH2:16][CH3:17])=[O:14])=[CH:11]2)[C:6]2[CH:19]=[C:20]([O:24][CH3:25])[C:21]([OH:23])=[CH:22][C:5]=2[CH2:4]1)[CH3:2].CC1C=CC(S(O[CH2:37][CH2:38][N:39]2[CH2:43][CH2:42][CH2:41][C:40]2=[O:44])(=O)=O)=CC=1.C([O-])([O-])=O.[K+].[K+], predict the reaction product. The product is: [CH2:1]([CH:3]1[N:12]2[C:7](=[CH:8][C:9](=[O:18])[C:10]([C:13]([O:15][CH2:16][CH3:17])=[O:14])=[CH:11]2)[C:6]2[CH:19]=[C:20]([O:24][CH3:25])[C:21]([O:23][CH2:37][CH2:38][N:39]3[CH2:43][CH2:42][CH2:41][C:40]3=[O:44])=[CH:22][C:5]=2[CH2:4]1)[CH3:2]. (7) Given the reactants [Br:1][C:2]1[CH:3]=[C:4]2[C:8](=[C:9]([C:11]([O:13][CH3:14])=[O:12])[CH:10]=1)[NH:7][N:6]=[CH:5]2.[H-].[Na+].[CH3:17][Si:18]([CH3:25])([CH3:24])[CH2:19][CH2:20][O:21][CH2:22]Cl, predict the reaction product. The product is: [Br:1][C:2]1[CH:3]=[C:4]2[C:8](=[C:9]([C:11]([O:13][CH3:14])=[O:12])[CH:10]=1)[N:7]([CH2:22][O:21][CH2:20][CH2:19][Si:18]([CH3:25])([CH3:24])[CH3:17])[N:6]=[CH:5]2. (8) Given the reactants [O:1]1[CH2:5][CH2:4][CH2:3][CH2:2]1.[CH3:6][CH:7]1[CH2:13][C:12](=O)[NH:11][CH2:10][NH:9][C:8]1=[O:15].[C:16](=[O:21])([O:19]C)OC, predict the reaction product. The product is: [CH3:6][CH:7]([CH2:13][C:16]([OH:19])=[O:21])[C:8]([OH:15])=[O:1].[CH2:10]([NH2:11])[NH2:9].[CH3:8][N:9]1[C:2](=[O:1])[CH2:3][CH:4]([CH3:5])[C:16](=[O:21])[N:11]([CH3:12])[CH2:10]1.